Regression. Given a peptide amino acid sequence and an MHC pseudo amino acid sequence, predict their binding affinity value. This is MHC class I binding data. From a dataset of Peptide-MHC class I binding affinity with 185,985 pairs from IEDB/IMGT. (1) The peptide sequence is NLSWLSLDV. The binding affinity (normalized) is 0.268. The MHC is HLA-A02:06 with pseudo-sequence HLA-A02:06. (2) The peptide sequence is LLLGGTSEI. The MHC is HLA-A02:01 with pseudo-sequence HLA-A02:01. The binding affinity (normalized) is 0.569. (3) The peptide sequence is KQLDIQYLK. The MHC is HLA-A69:01 with pseudo-sequence HLA-A69:01. The binding affinity (normalized) is 0.0847. (4) The peptide sequence is ATATWFQYY. The MHC is HLA-B07:02 with pseudo-sequence HLA-B07:02. The binding affinity (normalized) is 0.0847. (5) The peptide sequence is MPTYIRNTL. The MHC is HLA-B35:01 with pseudo-sequence HLA-B35:01. The binding affinity (normalized) is 0.613. (6) The peptide sequence is EVNAHIHTM. The MHC is HLA-B57:01 with pseudo-sequence HLA-B57:01. The binding affinity (normalized) is 0.0847. (7) The peptide sequence is VVSYEAGEW. The MHC is HLA-A02:19 with pseudo-sequence HLA-A02:19. The binding affinity (normalized) is 0.0847. (8) The peptide sequence is DSPHYVPIL. The MHC is Mamu-B08 with pseudo-sequence Mamu-B08. The binding affinity (normalized) is 0.175.